Dataset: NCI-60 drug combinations with 297,098 pairs across 59 cell lines. Task: Regression. Given two drug SMILES strings and cell line genomic features, predict the synergy score measuring deviation from expected non-interaction effect. (1) Drug 1: CCC1(CC2CC(C3=C(CCN(C2)C1)C4=CC=CC=C4N3)(C5=C(C=C6C(=C5)C78CCN9C7C(C=CC9)(C(C(C8N6C=O)(C(=O)OC)O)OC(=O)C)CC)OC)C(=O)OC)O.OS(=O)(=O)O. Drug 2: C(CC(=O)O)C(=O)CN.Cl. Cell line: NCIH23. Synergy scores: CSS=0.992, Synergy_ZIP=0.519, Synergy_Bliss=1.51, Synergy_Loewe=-1.47, Synergy_HSA=-1.91. (2) Drug 1: CC1C(C(CC(O1)OC2CC(CC3=C2C(=C4C(=C3O)C(=O)C5=C(C4=O)C(=CC=C5)OC)O)(C(=O)C)O)N)O.Cl. Drug 2: C1=C(C(=O)NC(=O)N1)N(CCCl)CCCl. Cell line: EKVX. Synergy scores: CSS=36.2, Synergy_ZIP=1.60, Synergy_Bliss=11.1, Synergy_Loewe=9.60, Synergy_HSA=11.6. (3) Drug 1: CC1=C(C=C(C=C1)NC(=O)C2=CC=C(C=C2)CN3CCN(CC3)C)NC4=NC=CC(=N4)C5=CN=CC=C5. Drug 2: CC12CCC3C(C1CCC2O)C(CC4=C3C=CC(=C4)O)CCCCCCCCCS(=O)CCCC(C(F)(F)F)(F)F. Cell line: RPMI-8226. Synergy scores: CSS=5.50, Synergy_ZIP=0.0555, Synergy_Bliss=1.30, Synergy_Loewe=4.41, Synergy_HSA=1.64. (4) Drug 1: CC1=C(C(=CC=C1)Cl)NC(=O)C2=CN=C(S2)NC3=CC(=NC(=N3)C)N4CCN(CC4)CCO. Drug 2: CC(C)(C#N)C1=CC(=CC(=C1)CN2C=NC=N2)C(C)(C)C#N. Cell line: CCRF-CEM. Synergy scores: CSS=-24.6, Synergy_ZIP=5.22, Synergy_Bliss=-4.10, Synergy_Loewe=-17.5, Synergy_HSA=-15.3. (5) Drug 1: CS(=O)(=O)CCNCC1=CC=C(O1)C2=CC3=C(C=C2)N=CN=C3NC4=CC(=C(C=C4)OCC5=CC(=CC=C5)F)Cl. Drug 2: CNC(=O)C1=NC=CC(=C1)OC2=CC=C(C=C2)NC(=O)NC3=CC(=C(C=C3)Cl)C(F)(F)F. Cell line: SR. Synergy scores: CSS=7.38, Synergy_ZIP=-3.60, Synergy_Bliss=-2.21, Synergy_Loewe=-4.78, Synergy_HSA=-3.28.